From a dataset of Full USPTO retrosynthesis dataset with 1.9M reactions from patents (1976-2016). Predict the reactants needed to synthesize the given product. (1) Given the product [CH3:13][CH:14]1[CH2:19][CH2:18][CH2:17][CH2:16][CH:15]1[NH:20][C:4]([CH2:3][CH:2]([C:7]([NH:20][CH:15]1[CH2:16][CH2:17][CH2:18][CH2:19][CH:14]1[CH3:13])=[O:9])[CH2:1][C:10]([NH:20][CH:15]1[CH2:16][CH2:17][CH2:18][CH2:19][CH:14]1[CH3:13])=[O:12])=[O:6], predict the reactants needed to synthesize it. The reactants are: [CH2:1]([C:10]([OH:12])=O)[CH:2]([C:7]([OH:9])=O)[CH2:3][C:4]([OH:6])=O.[CH3:13][CH:14]1[CH2:19][CH2:18][CH2:17][CH2:16][CH:15]1[NH2:20]. (2) Given the product [CH3:30][O:29][C:27](=[O:28])[CH2:26][N:11]([C:9](=[O:10])[C:8]1[CH:31]=[C:32]([C:34]([F:37])([F:35])[F:36])[CH:33]=[C:6]([S:3]([CH3:39])(=[O:5])=[O:4])[CH:7]=1)[C:12]1[CH:13]=[N:14][CH:15]=[CH:16][C:17]=1[C:18]1[C:19]([O:24][CH3:25])=[N:20][CH:21]=[CH:22][CH:23]=1, predict the reactants needed to synthesize it. The reactants are: CN(C)[S:3]([C:6]1[CH:7]=[C:8]([CH:31]=[C:32]([C:34]([F:37])([F:36])[F:35])[CH:33]=1)[C:9]([N:11]([CH2:26][C:27]([O:29][CH3:30])=[O:28])[C:12]1[CH:13]=[N:14][CH:15]=[CH:16][C:17]=1[C:18]1[C:19]([O:24][CH3:25])=[N:20][CH:21]=[CH:22][CH:23]=1)=[O:10])(=[O:5])=[O:4].[CH3:39]S(C1C=C(C=C(C(F)(F)F)C=1)C(O)=O)(=O)=O. (3) Given the product [C:35]([C:37]1[CH:42]=[CH:41][C:40]([C:2]2[CH:30]=[C:29]([C:31]([F:33])([F:34])[F:32])[CH:28]=[C:4]([CH2:5][O:6][CH2:7][C:8]3([C:21]4[CH:26]=[CH:25][CH:24]=[CH:23][C:22]=4[F:27])[CH2:9][CH2:10][N:11]([C:14]([O:16][C:17]([CH3:18])([CH3:20])[CH3:19])=[O:15])[CH2:12][CH2:13]3)[CH:3]=2)=[CH:39][CH:38]=1)#[N:36], predict the reactants needed to synthesize it. The reactants are: Br[C:2]1[CH:3]=[C:4]([CH:28]=[C:29]([C:31]([F:34])([F:33])[F:32])[CH:30]=1)[CH2:5][O:6][CH2:7][C:8]1([C:21]2[CH:26]=[CH:25][CH:24]=[CH:23][C:22]=2[F:27])[CH2:13][CH2:12][N:11]([C:14]([O:16][C:17]([CH3:20])([CH3:19])[CH3:18])=[O:15])[CH2:10][CH2:9]1.[C:35]([C:37]1[CH:42]=[CH:41][C:40](B(O)O)=[CH:39][CH:38]=1)#[N:36].[OH-].[K+].CO. (4) The reactants are: [CH2:1]([O:8][C:9]1[C:10]([F:24])=[C:11](/[CH:16]=[C:17](\[CH3:23])/[C:18]([O:20][CH2:21][CH3:22])=[O:19])[CH:12]=[CH:13][C:14]=1[F:15])[C:2]1[CH:7]=[CH:6][CH:5]=[CH:4][CH:3]=1.C([O:32][C:33]1[C:38]([F:39])=[CH:37][C:36](/[CH:40]=[C:41](\[CH3:47])/[C:42]([O:44][CH2:45][CH3:46])=[O:43])=[CH:35][C:34]=1[F:48])C1C=CC=CC=1. Given the product [F:39][C:38]1[CH:37]=[C:36]([CH2:40][CH:41]([CH3:47])[C:42]([O:44][CH2:45][CH3:46])=[O:43])[CH:35]=[C:34]([F:48])[C:33]=1[OH:32].[CH2:1]([O:8][C:9]1[C:10]([F:24])=[C:11]([CH2:16][CH:17]([CH3:23])[C:18]([O:20][CH2:21][CH3:22])=[O:19])[CH:12]=[CH:13][C:14]=1[F:15])[C:2]1[CH:3]=[CH:4][CH:5]=[CH:6][CH:7]=1, predict the reactants needed to synthesize it. (5) Given the product [Cl:22][C:23]1[CH:28]=[CH:27][C:26]([N:1]2[CH:5]=[CH:4][C:3]([O:6][CH2:7][C:8]3[C:13]([CH3:14])=[CH:12][CH:11]=[CH:10][C:9]=3[N:15]3[C:19](=[O:20])[N:18]([CH3:21])[N:17]=[N:16]3)=[N:2]2)=[CH:25][C:24]=1[F:32], predict the reactants needed to synthesize it. The reactants are: [NH:1]1[CH:5]=[CH:4][C:3]([O:6][CH2:7][C:8]2[C:13]([CH3:14])=[CH:12][CH:11]=[CH:10][C:9]=2[N:15]2[C:19](=[O:20])[N:18]([CH3:21])[N:17]=[N:16]2)=[N:2]1.[Cl:22][C:23]1[CH:28]=[CH:27][C:26](B(O)O)=[CH:25][C:24]=1[F:32].N1C=CC=CC=1.C(#N)C. (6) The reactants are: [CH:1]1([CH2:7][N:8]2[C:12]([CH3:13])=[C:11]([C:14]([O:16][CH2:17][CH3:18])=[O:15])[N:10]=[CH:9]2)[CH2:6][CH2:5][CH2:4][CH2:3][CH2:2]1.C1C(=O)N([Br:26])C(=O)C1. Given the product [Br:26][C:9]1[N:8]([CH2:7][CH:1]2[CH2:2][CH2:3][CH2:4][CH2:5][CH2:6]2)[C:12]([CH3:13])=[C:11]([C:14]([O:16][CH2:17][CH3:18])=[O:15])[N:10]=1, predict the reactants needed to synthesize it. (7) Given the product [C:20]([O:1][CH2:2][CH2:3][CH2:4][CH2:5][NH:6][C:7]([O:8][C:9]([CH3:10])([CH3:12])[CH3:11])=[O:13])(=[O:22])[CH3:21], predict the reactants needed to synthesize it. The reactants are: [OH:1][CH2:2][CH2:3][CH2:4][CH2:5][NH:6][C:7](=[O:13])[O:8][C:9]([CH3:12])([CH3:11])[CH3:10].N1C=CC=CC=1.[C:20](OC(=O)C)(=[O:22])[CH3:21]. (8) Given the product [C:29]([CH2:28][O:17][C:12]1[CH:11]=[C:10]([CH:15]=[C:14]([CH3:16])[CH:13]=1)[C:9]([NH:8][CH2:7][C:6]1[CH:19]=[CH:20][C:3]([C:1]#[N:2])=[CH:4][C:5]=1[O:21][CH2:22][C:23](=[O:26])[NH:24][CH3:25])=[O:18])(=[O:30])[NH2:31], predict the reactants needed to synthesize it. The reactants are: [C:1]([C:3]1[CH:20]=[CH:19][C:6]([CH2:7][NH:8][C:9](=[O:18])[C:10]2[CH:15]=[C:14]([CH3:16])[CH:13]=[C:12]([OH:17])[CH:11]=2)=[C:5]([O:21][CH2:22][C:23](=[O:26])[NH:24][CH3:25])[CH:4]=1)#[N:2].I[CH2:28][C:29]([NH2:31])=[O:30]. (9) Given the product [ClH:10].[CH3:12][O:4][C:3](=[O:5])[C:2]([NH2:1])([CH3:7])[CH3:6], predict the reactants needed to synthesize it. The reactants are: [NH2:1][C:2]([CH3:7])([CH3:6])[C:3]([OH:5])=[O:4].S(Cl)([Cl:10])=O.[CH3:12]O.